Dataset: Reaction yield outcomes from USPTO patents with 853,638 reactions. Task: Predict the reaction yield, written as a fraction of the theoretical maximum amount of product (1.0 means a 100% yield; for example, 0.34 means a 34% yield). (1) The reactants are CN(C(ON1N=NC2C=CC=CC1=2)=[N+](C)C)C.[B-](F)(F)(F)F.[C:23]([O:26][C:27]1[C:28](=[CH:32][CH:33]=[CH:34][CH:35]=1)[C:29]([OH:31])=[O:30])(=[O:25])[CH3:24].O[CH2:37][CH2:38][NH:39][C:40](=[O:65])[CH:41]([O:44][CH2:45][CH2:46][CH2:47][CH2:48]/[CH:49]=[CH:50]\[CH2:51]/[CH:52]=[CH:53]\[CH2:54]/[CH:55]=[CH:56]\[CH2:57]/[CH:58]=[CH:59]\[CH2:60]/[CH:61]=[CH:62]\[CH2:63][CH3:64])[CH2:42][CH3:43].O. The catalyst is C(Cl)Cl. The product is [C:23]([O:26][C:27]1[CH:35]=[CH:34][CH:33]=[CH:32][C:28]=1[C:29]([O:31][CH2:37][CH2:38][NH:39][C:40](=[O:65])[CH:41]([O:44][CH2:45][CH2:46][CH2:47][CH2:48]/[CH:49]=[CH:50]\[CH2:51]/[CH:52]=[CH:53]\[CH2:54]/[CH:55]=[CH:56]\[CH2:57]/[CH:58]=[CH:59]\[CH2:60]/[CH:61]=[CH:62]\[CH2:63][CH3:64])[CH2:42][CH3:43])=[O:30])(=[O:25])[CH3:24]. The yield is 0.650. (2) The reactants are [Br:1][C:2]1[S:6][C:5]2[C:7](=[O:21])[CH:8](C(OC)=O)[CH:9]([C:10]3[CH:15]=[CH:14][C:13]([Cl:16])=[CH:12][CH:11]=3)[C:4]=2[CH:3]=1.CS(C)=O.O. No catalyst specified. The product is [Br:1][C:2]1[S:6][C:5]2[C:7](=[O:21])[CH2:8][CH:9]([C:10]3[CH:11]=[CH:12][C:13]([Cl:16])=[CH:14][CH:15]=3)[C:4]=2[CH:3]=1. The yield is 0.820.